Task: Predict which catalyst facilitates the given reaction.. Dataset: Catalyst prediction with 721,799 reactions and 888 catalyst types from USPTO (1) Reactant: C[N:2](C)[CH:3]=[C:4]([C:10]1[CH:15]=[CH:14][CH:13]=[CH:12][CH:11]=1)[C:5](=O)[CH2:6][CH2:7][CH3:8].O.[NH2:18]N. Product: [C:10]1([C:4]2[CH:3]=[N:2][NH:18][C:5]=2[CH2:6][CH2:7][CH3:8])[CH:15]=[CH:14][CH:13]=[CH:12][CH:11]=1. The catalyst class is: 8. (2) Reactant: [NH2:1][C:2]1[C:3]([NH:12][CH2:13][CH2:14][CH2:15][CH2:16][OH:17])=[C:4]([CH:9]=[CH:10][CH:11]=1)[C:5]([O:7][CH3:8])=[O:6].[Cl:18]N1C(=O)CCC1=O. Product: [NH2:1][C:2]1[C:3]([NH:12][CH2:13][CH2:14][CH2:15][CH2:16][OH:17])=[C:4]([CH:9]=[CH:10][C:11]=1[Cl:18])[C:5]([O:7][CH3:8])=[O:6]. The catalyst class is: 4. (3) Reactant: [OH:1][C:2]1[C:6]([C:7]([O:9][CH2:10][CH3:11])=[O:8])=[CH:5][N:4]([CH3:12])[N:3]=1.[CH3:13][Si](C=[N+]=[N-])(C)C.CO.O. Product: [CH3:13][O:1][C:2]1[C:6]([C:7]([O:9][CH2:10][CH3:11])=[O:8])=[CH:5][N:4]([CH3:12])[N:3]=1. The catalyst class is: 4. (4) Reactant: [O:1]1[CH2:5][CH2:4][C@H:3]([OH:6])[CH2:2]1.C(N(CC)CC)C.[CH3:14][S:15](Cl)(=[O:17])=[O:16].O. Product: [CH3:14][S:15]([O:6][C@H:3]1[CH2:4][CH2:5][O:1][CH2:2]1)(=[O:17])=[O:16]. The catalyst class is: 2. (5) Product: [NH2:1][C:2]1[N:7]2[CH:8]=[C:9]([CH2:11][CH3:12])[N:10]=[C:6]2[C:5]([C:13]([NH:15][CH2:16][CH:17]2[CH2:22][CH2:21][N:20]([CH2:32][C:33](=[O:38])[C:34]([OH:37])([CH3:36])[CH3:35])[CH2:19][CH2:18]2)=[O:14])=[CH:4][C:3]=1[Cl:23]. Reactant: [NH2:1][C:2]1[N:7]2[CH:8]=[C:9]([CH2:11][CH3:12])[N:10]=[C:6]2[C:5]([C:13]([NH:15][CH2:16][CH:17]2[CH2:22][CH2:21][NH:20][CH2:19][CH2:18]2)=[O:14])=[CH:4][C:3]=1[Cl:23].C(N(CC)CC)C.Br[CH2:32][C:33](=[O:38])[C:34]([OH:37])([CH3:36])[CH3:35].C(=O)([O-])[O-].[K+].[K+]. The catalyst class is: 7. (6) Reactant: [CH3:1][C:2]1([CH3:12])[CH2:6][CH2:5][CH:4]([C:7]([O:9][CH3:10])=[O:8])[C:3]1=O.C([O-])(=O)C.[NH4+:17]. Product: [NH2:17][C:3]1[C:2]([CH3:12])([CH3:1])[CH2:6][CH2:5][C:4]=1[C:7]([O:9][CH3:10])=[O:8]. The catalyst class is: 5. (7) Reactant: [H-].[Na+].Cl[CH2:4][C:5]([C:7]1[CH:12]=[CH:11][C:10]([O:13][CH3:14])=[CH:9][C:8]=1[NH:15][C:16](=[O:18])[CH3:17])=[O:6].Cl. Product: [C:16]([N:15]1[C:8]2[C:7](=[CH:12][CH:11]=[C:10]([O:13][CH3:14])[CH:9]=2)[C:5](=[O:6])[CH2:4]1)(=[O:18])[CH3:17]. The catalyst class is: 57.